This data is from Forward reaction prediction with 1.9M reactions from USPTO patents (1976-2016). The task is: Predict the product of the given reaction. (1) Given the reactants Br[CH2:2][CH2:3][CH2:4][C:5]#[N:6].[Br:7][C:8]1[CH:9]=[C:10]([CH:22]=[CH:23][C:24]=1[Cl:25])[C:11]([N:13]([C:15]1[CH:20]=[CH:19][CH:18]=[CH:17][C:16]=1[OH:21])[CH3:14])=[O:12], predict the reaction product. The product is: [Br:7][C:8]1[CH:9]=[C:10]([CH:22]=[CH:23][C:24]=1[Cl:25])[C:11]([N:13]([C:15]1[CH:20]=[CH:19][CH:18]=[CH:17][C:16]=1[O:21][CH2:2][CH2:3][CH2:4][C:5]#[N:6])[CH3:14])=[O:12]. (2) Given the reactants CS(C)=O.F[C:6]1[C:7]([C:22]2[CH:27]=[CH:26][CH:25]=[CH:24][CH:23]=2)=[C:8]([CH3:21])[C:9]([C:19]#[N:20])=[C:10]2[C:14]=1[O:13][C:12]([C:15]([F:18])([CH3:17])[CH3:16])=[N:11]2.C(N(CC)CC)C.[CH3:35][N:36]([CH3:42])[C@H:37]1[CH2:41][CH2:40][NH:39][CH2:38]1, predict the reaction product. The product is: [CH3:35][N:36]([CH3:42])[C@H:37]1[CH2:41][CH2:40][N:39]([C:6]2[C:7]([C:22]3[CH:27]=[CH:26][CH:25]=[CH:24][CH:23]=3)=[C:8]([CH3:21])[C:9]([C:19]#[N:20])=[C:10]3[C:14]=2[O:13][C:12]([C:15]([F:18])([CH3:17])[CH3:16])=[N:11]3)[CH2:38]1. (3) Given the reactants [CH2:1]([N:8]1[C:12]([C:13]([F:16])([F:15])[F:14])=[CH:11][C:10]([C:17]2[CH:22]=[CH:21][C:20]([Cl:23])=[CH:19][CH:18]=2)=[C:9]1[C:24]([N:26]1[CH2:31][CH2:30][N:29](C(OC(C)(C)C)=O)[C:28]([CH3:40])([CH3:39])[CH2:27]1)=[O:25])[C:2]1[CH:7]=[CH:6][CH:5]=[CH:4][CH:3]=1.C(O)(C(F)(F)F)=O.C([O-])(O)=O.[Na+], predict the reaction product. The product is: [CH2:1]([N:8]1[C:12]([C:13]([F:15])([F:14])[F:16])=[CH:11][C:10]([C:17]2[CH:18]=[CH:19][C:20]([Cl:23])=[CH:21][CH:22]=2)=[C:9]1[C:24]([N:26]1[CH2:31][CH2:30][NH:29][C:28]([CH3:40])([CH3:39])[CH2:27]1)=[O:25])[C:2]1[CH:3]=[CH:4][CH:5]=[CH:6][CH:7]=1. (4) Given the reactants ONC(=N)C1C2C(C=CC=1)=NN(CCCC(OCC)=O)C=2.[OH:22][NH:23][C:24](=[NH:42])[C:25]1[CH:33]=[CH:32][CH:31]=[C:30]2[C:26]=1[CH:27]=[N:28][N:29]2[CH2:34][CH2:35][CH2:36][C:37]([O:39][CH2:40][CH3:41])=[O:38].[Cl:43][C:44]1[CH:45]=[C:46]([CH:50]=[CH:51][C:52]=1[O:53][CH:54]([CH3:56])[CH3:55])[C:47](O)=O.C(Cl)CCl.C1C=CC2N(O)N=NC=2C=1, predict the reaction product. The product is: [Cl:43][C:44]1[CH:45]=[C:46]([C:47]2[O:22][N:23]=[C:24]([C:25]3[CH:33]=[CH:32][CH:31]=[C:30]4[C:26]=3[CH:27]=[N:28][N:29]4[CH2:34][CH2:35][CH2:36][C:37]([O:39][CH2:40][CH3:41])=[O:38])[N:42]=2)[CH:50]=[CH:51][C:52]=1[O:53][CH:54]([CH3:55])[CH3:56]. (5) Given the reactants C(N(CC)CC)C.[CH:8]([C:10]1[C:14]2=[N:15][CH:16]=[CH:17][CH:18]=[C:13]2[N:12](C(OC(C)(C)C)=O)[CH:11]=1)=[O:9].[CH:26](=[N:33][C:34]1[CH:39]=[CH:38][CH:37]=[C:36]([O:40][CH3:41])[CH:35]=1)[C:27]1[CH:32]=[CH:31][CH:30]=[CH:29][CH:28]=1, predict the reaction product. The product is: [CH3:41][O:40][C:36]1[CH:35]=[C:34]([NH:33][CH:26]([C:27]2[CH:32]=[CH:31][CH:30]=[CH:29][CH:28]=2)[C:8]([C:10]2[C:14]3=[N:15][CH:16]=[CH:17][CH:18]=[C:13]3[NH:12][CH:11]=2)=[O:9])[CH:39]=[CH:38][CH:37]=1. (6) Given the reactants Br[C:2]1[CH:7]=[CH:6][C:5]([O:8][CH2:9][CH2:10][O:11][CH3:12])=[C:4]([F:13])[CH:3]=1.II.C[O:17][B:18](OC)[O:19]C.Cl, predict the reaction product. The product is: [F:13][C:4]1[CH:3]=[C:2]([B:18]([OH:19])[OH:17])[CH:7]=[CH:6][C:5]=1[O:8][CH2:9][CH2:10][O:11][CH3:12]. (7) Given the reactants [Cl:1][C:2]1[CH:3]=[CH:4][C:5]([N:30]2[CH:34]=[N:33][N:32]=[N:31]2)=[C:6]([C:8]2[CH:16]=[C:15]3[N:11]([C@H:12]([C:17]4[NH:18][C:19]([C:22]5[CH:23]=[N:24][C:25](F)=[CH:26][CH:27]=5)=[CH:20][N:21]=4)[CH2:13][CH2:14]3)[C:10](=[O:29])[CH:9]=2)[CH:7]=1.Cl.C(=O)([O-])[OH:37].[Na+], predict the reaction product. The product is: [Cl:1][C:2]1[CH:3]=[CH:4][C:5]([N:30]2[CH:34]=[N:33][N:32]=[N:31]2)=[C:6]([C:8]2[CH:16]=[C:15]3[N:11]([C@H:12]([C:17]4[NH:18][C:19]([C:22]5[CH:27]=[CH:26][C:25](=[O:37])[NH:24][CH:23]=5)=[CH:20][N:21]=4)[CH2:13][CH2:14]3)[C:10](=[O:29])[CH:9]=2)[CH:7]=1. (8) The product is: [C:8]([S:11](/[N:13]=[CH:21]/[CH:23]1[O:28][CH2:27][CH2:26][N:25]([C:29]([O:31][C:32]([CH3:33])([CH3:35])[CH3:34])=[O:30])[CH2:24]1)=[O:12])([CH3:10])([CH3:9])[CH3:7]. Given the reactants C(=O)([O-])[O-].[Cs+].[Cs+].[CH3:7][C:8]([S@:11]([NH2:13])=[O:12])([CH3:10])[CH3:9].CC([S@@](N)=O)(C)C.[CH:21]([CH:23]1[O:28][CH2:27][CH2:26][N:25]([C:29]([O:31][C:32]([CH3:35])([CH3:34])[CH3:33])=[O:30])[CH2:24]1)=O, predict the reaction product.